This data is from Forward reaction prediction with 1.9M reactions from USPTO patents (1976-2016). The task is: Predict the product of the given reaction. (1) Given the reactants [CH2:1]([Al](CC)CC)[CH3:2].C1(C)C=CC=CC=1.C([Li])C.C1CCCCC1.C1C=CC=CC=1.[CH3:30][O:31][C:32]1[C:37]2[CH2:38][O:39][C:40](=[O:41])[C:36]=2[CH:35]=[CH:34][N:33]=1.CO, predict the reaction product. The product is: [CH2:1]([C:40]1([OH:41])[C:36]2[CH:35]=[CH:34][N:33]=[C:32]([O:31][CH3:30])[C:37]=2[CH2:38][O:39]1)[CH3:2]. (2) The product is: [Cl:1][C:2]1[CH:7]=[CH:6][C:5](/[CH:8]=[CH:9]/[C:10]([N:44]2[CH2:49][CH2:48][CH:47]([CH2:50][C:51]([O:53][CH2:54][CH3:55])=[O:52])[CH2:46][CH2:45]2)=[O:12])=[C:4]([CH2:13][N:14]2[N:18]=[N:17][C:16]([CH3:19])=[N:15]2)[CH:3]=1. Given the reactants [Cl:1][C:2]1[CH:7]=[CH:6][C:5](/[CH:8]=[CH:9]/[C:10]([OH:12])=O)=[C:4]([CH2:13][N:14]2[N:18]=[N:17][C:16]([CH3:19])=[N:15]2)[CH:3]=1.CN(C(ON1N=NC2C=CC=NC1=2)=[N+](C)C)C.F[P-](F)(F)(F)(F)F.[NH:44]1[CH2:49][CH2:48][CH:47]([CH2:50][C:51]([O:53][CH2:54][CH3:55])=[O:52])[CH2:46][CH2:45]1.CCN(C(C)C)C(C)C, predict the reaction product. (3) Given the reactants [CH3:1][O:2][C:3](=[O:26])[CH:4]([C:9]1[CH:10]=[C:11]([C:16]2[CH:21]=[CH:20][C:19]([C:22]([F:25])([F:24])[F:23])=[CH:18][CH:17]=2)[CH:12]=[C:13]([OH:15])[CH:14]=1)[CH2:5][CH:6]([CH3:8])[CH3:7].[F:27][C:28]1[CH:29]=[C:30](B(O)O)[CH:31]=[C:32]([F:34])[CH:33]=1, predict the reaction product. The product is: [CH3:1][O:2][C:3](=[O:26])[CH:4]([C:9]1[CH:10]=[C:11]([C:16]2[CH:17]=[CH:18][C:19]([C:22]([F:23])([F:25])[F:24])=[CH:20][CH:21]=2)[CH:12]=[C:13]([O:15][C:30]2[CH:29]=[C:28]([F:27])[CH:33]=[C:32]([F:34])[CH:31]=2)[CH:14]=1)[CH2:5][CH:6]([CH3:8])[CH3:7]. (4) Given the reactants [OH:1][C:2]1[CH:3]=[C:4]([CH:7]=[CH:8][CH:9]=1)[CH:5]=[O:6].S(C1C=CC(C)=CC=1)(OO[CH2:15][CH2:16][C:17]([F:20])([F:19])[F:18])(=O)=O.C(=O)([O-])[O-].[K+].[K+], predict the reaction product. The product is: [F:18][C:17]([F:20])([F:19])[CH2:16][CH2:15][O:1][C:2]1[CH:3]=[C:4]([CH:7]=[CH:8][CH:9]=1)[CH:5]=[O:6]. (5) Given the reactants [CH:1]([C:3]1[CH:4]=[C:5](B(O)O)[CH:6]=[CH:7][C:8]=1[O:9][CH3:10])=[O:2].Cl.Cl[C:16]1[CH:21]=[CH:20][N:19]=[CH:18][CH:17]=1.C1(P(C2C=CC=CC=2)C2C=CC=CC=2)C=CC=CC=1.C([O-])([O-])=O.[K+].[K+].N#N, predict the reaction product. The product is: [CH3:10][O:9][C:8]1[CH:7]=[CH:6][C:5]([C:16]2[CH:21]=[CH:20][N:19]=[CH:18][CH:17]=2)=[CH:4][C:3]=1[CH:1]=[O:2].